This data is from Peptide-MHC class I binding affinity with 185,985 pairs from IEDB/IMGT. The task is: Regression. Given a peptide amino acid sequence and an MHC pseudo amino acid sequence, predict their binding affinity value. This is MHC class I binding data. The peptide sequence is EVCQATSQY. The MHC is HLA-B07:02 with pseudo-sequence HLA-B07:02. The binding affinity (normalized) is 0.213.